From a dataset of Peptide-MHC class II binding affinity with 134,281 pairs from IEDB. Regression. Given a peptide amino acid sequence and an MHC pseudo amino acid sequence, predict their binding affinity value. This is MHC class II binding data. (1) The peptide sequence is PADKYRTFVATFGAA. The MHC is HLA-DPA10201-DPB10501 with pseudo-sequence HLA-DPA10201-DPB10501. The binding affinity (normalized) is 0.461. (2) The peptide sequence is PDTTCSEIEEFRDRA. The MHC is HLA-DQA10501-DQB10301 with pseudo-sequence HLA-DQA10501-DQB10301. The binding affinity (normalized) is 0.510. (3) The peptide sequence is EINIEEQEYQRLIHS. The MHC is DRB1_0101 with pseudo-sequence DRB1_0101. The binding affinity (normalized) is 0.486. (4) The binding affinity (normalized) is 0.380. The peptide sequence is AYVLLSEKKISSIQS. The MHC is DRB1_1302 with pseudo-sequence DRB1_1302. (5) The peptide sequence is VAWQVKLLPVPPTVT. The MHC is DRB1_1001 with pseudo-sequence DRB1_1001. The binding affinity (normalized) is 0.973. (6) The MHC is DRB1_0404 with pseudo-sequence DRB1_0404. The binding affinity (normalized) is 0.103. The peptide sequence is DPDKDVDIMVRDGQL.